From a dataset of Reaction yield outcomes from USPTO patents with 853,638 reactions. Predict the reaction yield, written as a fraction of the theoretical maximum amount of product (1.0 means a 100% yield; for example, 0.34 means a 34% yield). (1) The reactants are C(=O)([O-])O.[Na+].Br[N:7]1[C:15]([CH2:18][CH3:19])([CH2:16][CH3:17])[C:14]2[C:9](=[CH:10][CH:11]=[C:12]([Br:20])[CH:13]=2)[C:8]1([CH2:23][CH3:24])[CH2:21][CH3:22].OO.Cl. The catalyst is CO. The product is [Br:20][C:12]1[CH:13]=[C:14]2[C:9](=[CH:10][CH:11]=1)[C:8]([CH2:23][CH3:24])([CH2:21][CH3:22])[NH:7][C:15]2([CH2:16][CH3:17])[CH2:18][CH3:19]. The yield is 0.980. (2) The reactants are CC1C=C(C)C=C(C)C=1S([O-])(=O)=O.[NH2:14][N:15]1[C:20]([CH3:21])=[CH:19][C:18]([CH3:22])=[N:17][C:16]1=[NH2+:23].[OH-].[Na+].CO[C:28](=O)[CH2:29][Cl:30]. The catalyst is CCO. The product is [Cl:30][CH2:29][C:28]1[N:23]=[C:16]2[N:17]=[C:18]([CH3:22])[CH:19]=[C:20]([CH3:21])[N:15]2[N:14]=1. The yield is 0.0900. (3) The catalyst is [Br-].C([N+](CCCC)(CCCC)CCCC)CCC.[Cl-].[Na+].O.C(OCC)C. The yield is 0.920. The reactants are S([O-])([O-])(=O)=O.C[S+](C)C.C[S+](C)C.[OH-].[Na+].[Cl:16][C:17]1[CH:18]=[C:19]([CH:22]=[CH:23][CH:24]=1)[CH:20]=[O:21].[CH2:25](Cl)Cl. The product is [Cl:16][C:17]1[CH:18]=[C:19]([CH:22]=[CH:23][CH:24]=1)[CH:20]1[O:21][CH2:25]1. (4) The reactants are Cl.[C:2]([NH2:5])(=[NH:4])[CH3:3].[O-]CC.[Na+].[C:10]([C:12]1[CH:17]=[CH:16][CH:15]=[CH:14][C:13]=1[C:18]1[CH:23]=[CH:22][C:21]([CH2:24][CH:25]([C:31](OCC)=[O:32])[C:26](OCC)=[O:27])=[CH:20][CH:19]=1)#[N:11].O1CCOCC1. The catalyst is C(O)C. The product is [OH:32][C:31]1[N:4]=[C:2]([CH3:3])[NH:5][C:26](=[O:27])[C:25]=1[CH2:24][C:21]1[CH:22]=[CH:23][C:18]([C:13]2[C:12]([C:10]#[N:11])=[CH:17][CH:16]=[CH:15][CH:14]=2)=[CH:19][CH:20]=1. The yield is 0.400.